Dataset: Forward reaction prediction with 1.9M reactions from USPTO patents (1976-2016). Task: Predict the product of the given reaction. (1) Given the reactants [F:1][C:2]([F:18])([F:17])[C:3]1[CH:8]=[CH:7][CH:6]=[CH:5][C:4]=1[CH:9]1[CH2:14][C:13](=[O:15])[O:12][C:11](=[O:16])[CH2:10]1.[NH3:19].CO, predict the reaction product. The product is: [C:11]([CH2:10][CH:9]([C:4]1[CH:5]=[CH:6][CH:7]=[CH:8][C:3]=1[C:2]([F:18])([F:17])[F:1])[CH2:14][C:13]([OH:12])=[O:15])(=[O:16])[NH2:19]. (2) Given the reactants [CH2:1]([C:3]([C:21]1[CH:35]=[CH:34][C:24]([O:25][CH2:26][C@@H:27]([OH:33])[CH2:28][CH2:29][C:30]([OH:32])=[O:31])=[C:23]([CH3:36])[CH:22]=1)([C:6]1[CH:11]=[CH:10][C:9]([C:12]#[C:13][C:14]([CH2:18][CH3:19])([OH:17])[CH2:15][CH3:16])=[C:8]([CH3:20])[CH:7]=1)[CH2:4][CH3:5])[CH3:2].[OH-].[K+], predict the reaction product. The product is: [CH2:1]([C:3]([C:21]1[CH:35]=[CH:34][C:24]([O:25][CH2:26][C@@H:27]([OH:33])[CH2:28][CH2:29][C:30]([OH:32])=[O:31])=[C:23]([CH3:36])[CH:22]=1)([C:6]1[CH:11]=[CH:10][C:9]([CH2:12][CH2:13][C:14]([CH2:15][CH3:16])([OH:17])[CH2:18][CH3:19])=[C:8]([CH3:20])[CH:7]=1)[CH2:4][CH3:5])[CH3:2]. (3) Given the reactants [CH3:1][N:2]1[C:10]2[C:5](=[CH:6][CH:7]=[CH:8][CH:9]=2)[CH:4]=[C:3]1[C:11]1[CH:12]=[C:13]([CH2:17][NH2:18])[CH:14]=[N:15][CH:16]=1.[CH2:19]([S:21](Cl)(=[O:23])=[O:22])[CH3:20], predict the reaction product. The product is: [CH3:1][N:2]1[C:10]2[C:5](=[CH:6][CH:7]=[CH:8][CH:9]=2)[CH:4]=[C:3]1[C:11]1[CH:12]=[C:13]([CH2:17][NH:18][S:21]([CH2:19][CH3:20])(=[O:23])=[O:22])[CH:14]=[N:15][CH:16]=1.